Task: Predict the reactants needed to synthesize the given product.. Dataset: Full USPTO retrosynthesis dataset with 1.9M reactions from patents (1976-2016) (1) Given the product [C:27]([O:26][C:24](=[O:25])[CH2:23][CH2:22][CH2:21][CH2:20][CH2:19][CH2:18][CH2:17][CH2:16][CH2:15][CH2:14][CH2:13][CH2:12][CH2:11][CH2:10][CH2:9][CH2:8][CH2:7][CH2:6][CH2:5][CH:4]([C:3]([OH:35])=[O:2])[C:31]([OH:33])=[O:32])([CH3:30])([CH3:28])[CH3:29], predict the reactants needed to synthesize it. The reactants are: C[O:2][C:3](=[O:35])[CH:4]([C:31]([O:33]C)=[O:32])[CH2:5][CH2:6][CH2:7][CH2:8][CH2:9][CH2:10][CH2:11][CH2:12][CH2:13][CH2:14][CH2:15][CH2:16][CH2:17][CH2:18][CH2:19][CH2:20][CH2:21][CH2:22][CH2:23][C:24]([O:26][C:27]([CH3:30])([CH3:29])[CH3:28])=[O:25].O.[OH-].[Li+].Cl. (2) Given the product [CH3:26][O:27][C:28]1[CH:35]=[C:34]([O:36][CH3:37])[CH:33]=[CH:32][C:29]=1[CH2:30][NH:31][C:9]([C:8]1[CH:7]=[C:6]([C:12]2[CH:17]=[CH:16][N:15]=[C:14](/[CH:18]=[CH:19]/[C:20]3[CH:21]=[CH:22][CH:23]=[CH:24][CH:25]=3)[CH:13]=2)[NH:5][C:4]=1[CH:1]([CH3:2])[CH3:3])=[O:10], predict the reactants needed to synthesize it. The reactants are: [CH:1]([C:4]1[NH:5][C:6]([C:12]2[CH:17]=[CH:16][N:15]=[C:14](/[CH:18]=[CH:19]/[C:20]3[CH:25]=[CH:24][CH:23]=[CH:22][CH:21]=3)[CH:13]=2)=[CH:7][C:8]=1[C:9](O)=[O:10])([CH3:3])[CH3:2].[CH3:26][O:27][C:28]1[CH:35]=[C:34]([O:36][CH3:37])[CH:33]=[CH:32][C:29]=1[CH2:30][NH2:31].CCN=C=NCCCN(C)C.Cl.C1C=CC2N(O)N=NC=2C=1. (3) The reactants are: [I:1][C:2]1[CH:3]=[C:4]2[C:9](=[CH:10][CH:11]=1)[C:8](=[O:12])[NH:7][C:6](=[O:13])/[C:5]/2=[CH:14]/OC.FC(F)(F)C(O)=O.[NH2:24][CH2:25][C:26]1[CH:31]=[CH:30][N:29]([CH2:32][CH2:33][CH2:34][CH3:35])[C:28](=[O:36])[CH:27]=1.C(N(CC)CC)C. Given the product [I:1][C:2]1[CH:3]=[C:4]2[C:9](=[CH:10][CH:11]=1)[C:8](=[O:12])[NH:7][C:6](=[O:13])/[C:5]/2=[CH:14]\[NH:24][CH2:25][C:26]1[CH:31]=[CH:30][N:29]([CH2:32][CH2:33][CH2:34][CH3:35])[C:28](=[O:36])[CH:27]=1, predict the reactants needed to synthesize it. (4) Given the product [C:22]([O:21][C:19]([N:16]1[CH2:17][CH2:18][CH:13]([C:8]2[CH:9]=[CH:10][CH:11]=[CH:12][C:7]=2[OH:6])[CH2:14][CH2:15]1)=[O:20])([CH3:25])([CH3:24])[CH3:23], predict the reactants needed to synthesize it. The reactants are: B(Br)(Br)Br.C[O:6][C:7]1[CH:12]=[CH:11][CH:10]=[CH:9][C:8]=1[CH:13]1[CH2:18][CH2:17][NH:16][CH2:15][CH2:14]1.[C:19](O[C:19]([O:21][C:22]([CH3:25])([CH3:24])[CH3:23])=[O:20])([O:21][C:22]([CH3:25])([CH3:24])[CH3:23])=[O:20].Cl. (5) Given the product [CH3:1][S:2]([CH2:5][C:14]([O:16][CH3:17])=[O:15])(=[O:4])=[O:3], predict the reactants needed to synthesize it. The reactants are: [CH3:1][S:2]([CH3:5])(=[O:4])=[O:3].C([Li])CCC.COC[C:14]([O:16][CH3:17])=[O:15]. (6) Given the product [Cl:30][C:31]1[CH:36]=[CH:35][C:34]([S:37]([N:8]2[C:9]3[C:5](=[CH:4][C:3]([C:1]#[N:2])=[CH:11][CH:10]=3)[C:6]([CH2:21][NH:22][C@@H:23]([CH3:29])[C:24]([N:26]([CH3:27])[CH3:28])=[O:25])([C:13]3[CH:18]=[CH:17][CH:16]=[CH:15][C:14]=3[O:19][CH3:20])[C:7]2=[O:12])(=[O:39])=[O:38])=[CH:33][CH:32]=1, predict the reactants needed to synthesize it. The reactants are: [C:1]([C:3]1[CH:4]=[C:5]2[C:9](=[CH:10][CH:11]=1)[NH:8][C:7](=[O:12])[C:6]2([CH2:21][NH:22][C@@H:23]([CH3:29])[C:24]([N:26]([CH3:28])[CH3:27])=[O:25])[C:13]1[CH:18]=[CH:17][CH:16]=[CH:15][C:14]=1[O:19][CH3:20])#[N:2].[Cl:30][C:31]1[CH:36]=[CH:35][C:34]([S:37](Cl)(=[O:39])=[O:38])=[CH:33][CH:32]=1. (7) Given the product [CH:1]([NH:4][CH2:19][N:20]1[C:28](=[O:29])[C:27]2[C:22](=[CH:23][CH:24]=[CH:25][CH:26]=2)[C:21]1=[O:30])([CH3:3])[CH3:2], predict the reactants needed to synthesize it. The reactants are: [CH:1]([NH:4]CC1ON=C(C2C=CC(C)=CC=2)N=1)([CH3:3])[CH3:2].Cl[CH2:19][N:20]1[C:28](=[O:29])[C:27]2[C:22](=[CH:23][CH:24]=[CH:25][CH:26]=2)[C:21]1=[O:30].C(N)(C)C.C(=O)([O-])[O-].[K+].[K+]. (8) Given the product [NH:1]1[C:9]2[C:4](=[CH:5][C:6]([C:10]3[CH:15]=[CH:14][C:13]([C:16]4[N:20]([CH2:21][C@@H:22]5[CH2:26][CH2:25][N:24]([C:27]([CH:29]6[CH2:30][CH2:31]6)=[O:28])[CH2:23]5)[C:19](=[O:32])[C:18]5([CH2:33][CH2:34][N:35]([CH3:38])[CH2:36][CH2:37]5)[N:17]=4)=[CH:12][CH:11]=3)=[CH:7][CH:8]=2)[CH:3]=[CH:2]1, predict the reactants needed to synthesize it. The reactants are: [NH:1]1[C:9]2[C:4](=[CH:5][C:6]([C:10]3[CH:15]=[CH:14][C:13]([C:16]4[N:20]([CH2:21][C@@H:22]5[CH2:26][CH2:25][N:24]([C:27]([CH:29]6[CH2:31][CH2:30]6)=[O:28])[CH2:23]5)[C:19](=[O:32])[C:18]5([CH2:37][CH2:36][N:35]([CH2:38]C6C=CC=CC=6)[CH2:34][CH2:33]5)[N:17]=4)=[CH:12][CH:11]=3)=[CH:7][CH:8]=2)[CH:3]=[CH:2]1.